This data is from CYP2D6 inhibition data for predicting drug metabolism from PubChem BioAssay. The task is: Regression/Classification. Given a drug SMILES string, predict its absorption, distribution, metabolism, or excretion properties. Task type varies by dataset: regression for continuous measurements (e.g., permeability, clearance, half-life) or binary classification for categorical outcomes (e.g., BBB penetration, CYP inhibition). Dataset: cyp2d6_veith. (1) The molecule is COC(=O)c1c(C)[nH]c(C)c1C(=O)c1ccccc1Cc1ccccc1. The result is 0 (non-inhibitor). (2) The compound is N[C@@H](CSC(=O)c1ccccc1)C(=O)O. The result is 0 (non-inhibitor). (3) The result is 1 (inhibitor). The drug is CCC/C=C(\CCC)C(NS(=O)(=O)CC12CCC(CC1=O)C2(C)C)c1ccc(C(=O)OC)cc1. (4) The molecule is COC(=O)C(CCSC)NC(=O)c1cccc([N+](=O)[O-])c1. The result is 0 (non-inhibitor). (5) The compound is CN1CC[C@@]2(CCCN(C(=O)c3ccncc3)C2)C1. The result is 0 (non-inhibitor). (6) The result is 0 (non-inhibitor). The drug is O=[N+]([O-])c1ccc(S(=O)(=O)Nc2ccc(-c3csc(-c4ccccc4)n3)cc2)cc1. (7) The drug is O=c1n(Cc2cc3c(cc2Cl)OCO3)c(=O)n2n1CC[C@H]1/C(=N\OCc3ccccc3)[C@H]3O[C@@H]3[C@@H](O)[C@@H]12. The result is 0 (non-inhibitor). (8) The compound is Cc1cc(C)c2nc3c(c([C@H](O)[C@@H]4CCCCN4)c2c1)CC/C3=C/c1ccc(Cl)cc1. The result is 0 (non-inhibitor). (9) The compound is c1cncc(C2=NCCC2)c1. The result is 0 (non-inhibitor). (10) The molecule is CC(=O)N(NC(=O)c1ccccc1Cl)C1CC(=O)N(c2ccc(C)cc2)C1=O. The result is 0 (non-inhibitor).